This data is from Full USPTO retrosynthesis dataset with 1.9M reactions from patents (1976-2016). The task is: Predict the reactants needed to synthesize the given product. (1) Given the product [C:1]([O:5][C:6]([C:8]1([CH2:25][C:26]([O:28][C:29]([CH3:32])([CH3:31])[CH3:30])=[O:27])[O:12][N:11]=[C:10]([C:13]2[CH:18]=[C:17]([OH:19])[CH:16]=[CH:15][C:14]=2[CH2:20][CH2:21][C:22]([NH:34][C@H:35]([C:44]([O:46][C:47]([CH3:50])([CH3:49])[CH3:48])=[O:45])[CH2:36][C:37]([O:39][C:40]([CH3:42])([CH3:43])[CH3:41])=[O:38])=[O:23])[CH2:9]1)=[O:7])([CH3:4])([CH3:3])[CH3:2], predict the reactants needed to synthesize it. The reactants are: [C:1]([O:5][C:6]([C:8]1([CH2:25][C:26]([O:28][C:29]([CH3:32])([CH3:31])[CH3:30])=[O:27])[O:12][N:11]=[C:10]([C:13]2[CH:18]=[C:17]([OH:19])[CH:16]=[CH:15][C:14]=2[CH2:20][CH2:21][C:22](O)=[O:23])[CH2:9]1)=[O:7])([CH3:4])([CH3:3])[CH3:2].Cl.[NH2:34][C@H:35]([C:44]([O:46][C:47]([CH3:50])([CH3:49])[CH3:48])=[O:45])[CH2:36][C:37]([O:39][C:40]([CH3:43])([CH3:42])[CH3:41])=[O:38].CCN=C=NCCCN(C)C.C1C=CC2N(O)N=NC=2C=1. (2) Given the product [CH3:28][O:29][C:30](=[O:35])[C:31]([NH:34][C:13](=[O:14])[CH2:12][O:11][C:10]1[CH:16]=[C:17]([C:20]#[N:21])[CH:18]=[CH:19][C:9]=1[CH2:8][NH:7][C:5](=[O:6])[C:4]1[CH:22]=[C:23]([O:25][CH3:26])[CH:24]=[C:2]([Cl:1])[CH:3]=1)([CH3:33])[CH3:32], predict the reactants needed to synthesize it. The reactants are: [Cl:1][C:2]1[CH:3]=[C:4]([CH:22]=[C:23]([O:25][CH3:26])[CH:24]=1)[C:5]([NH:7][CH2:8][C:9]1[CH:19]=[CH:18][C:17]([C:20]#[N:21])=[CH:16][C:10]=1[O:11][CH2:12][C:13](O)=[O:14])=[O:6].Cl.[CH3:28][O:29][C:30](=[O:35])[C:31]([NH2:34])([CH3:33])[CH3:32].